Task: Predict the reactants needed to synthesize the given product.. Dataset: Full USPTO retrosynthesis dataset with 1.9M reactions from patents (1976-2016) (1) Given the product [CH3:35][O:34][C:31]1[N:32]=[CH:33][C:28]([C:12]2[C:13]3=[N:14][CH:15]=[C:16]([CH3:26])[CH:17]=[C:18]3[NH:19][C:11]=2[C:9]2[CH:8]=[CH:7][N:6]=[C:5]([NH:4][C:1](=[O:3])[CH3:2])[CH:10]=2)=[CH:29][CH:30]=1, predict the reactants needed to synthesize it. The reactants are: [C:1]([NH:4][C:5]1[CH:10]=[C:9]([C:11]#[C:12][C:13]2[C:18]([NH:19]C(=O)C(F)(F)F)=[CH:17][C:16]([CH3:26])=[CH:15][N:14]=2)[CH:8]=[CH:7][N:6]=1)(=[O:3])[CH3:2].I[C:28]1[CH:29]=[CH:30][C:31]([O:34][CH3:35])=[N:32][CH:33]=1.C(O)(C(F)(F)F)=O. (2) Given the product [C:13]([O:19][CH2:20][N:8]1[C:4]2[N:5]=[CH:6][N:7]=[C:2]([Cl:1])[C:3]=2[CH:10]=[CH:9]1)(=[O:18])[C:14]([CH3:17])([CH3:16])[CH3:15], predict the reactants needed to synthesize it. The reactants are: [Cl:1][C:2]1[C:3]2[CH:10]=[CH:9][NH:8][C:4]=2[N:5]=[CH:6][N:7]=1.[H-].[Na+].[C:13]([O:19][CH2:20]Cl)(=[O:18])[C:14]([CH3:17])([CH3:16])[CH3:15].[Cl-].[NH4+]. (3) Given the product [CH2:1]([O:8][C:9]1[CH:10]=[CH:11][C:12]([OH:33])=[C:13]([CH:15]2[C:23]3[C:18](=[CH:19][CH:20]=[CH:21][CH:22]=3)[N:17]([CH2:24][C:25]3[S:26][C:27]([Cl:30])=[CH:28][CH:29]=3)[C:16]2=[O:31])[CH:14]=1)[C:2]1[CH:7]=[CH:6][CH:5]=[CH:4][CH:3]=1, predict the reactants needed to synthesize it. The reactants are: [CH2:1]([O:8][C:9]1[CH:10]=[CH:11][C:12]([OH:33])=[C:13]([C:15]2(O)[C:23]3[C:18](=[CH:19][CH:20]=[CH:21][CH:22]=3)[N:17]([CH2:24][C:25]3[S:26][C:27]([Cl:30])=[CH:28][CH:29]=3)[C:16]2=[O:31])[CH:14]=1)[C:2]1[CH:7]=[CH:6][CH:5]=[CH:4][CH:3]=1.FC(F)(F)C(O)=O.C([SiH](CC)CC)C. (4) Given the product [CH2:1]([O:8][C:9]1[CH:10]=[C:11](/[CH:12]=[CH:27]/[N+:24]([O-:26])=[O:25])[CH:14]=[CH:15][C:16]=1[O:17][CH3:18])[C:2]1[CH:7]=[CH:6][CH:5]=[CH:4][CH:3]=1, predict the reactants needed to synthesize it. The reactants are: [CH2:1]([O:8][C:9]1[CH:10]=[C:11]([CH:14]=[CH:15][C:16]=1[O:17][CH3:18])[CH:12]=O)[C:2]1[CH:7]=[CH:6][CH:5]=[CH:4][CH:3]=1.C([O-])(=O)C.[NH4+].[N+:24]([CH3:27])([O-:26])=[O:25]. (5) The reactants are: C([O:8][C:9]1[CH:10]=[CH:11][C:12]([C@@H:20]([O:62][Si:63]([C:66]([CH3:69])([CH3:68])[CH3:67])([CH3:65])[CH3:64])[CH2:21][N:22]([C:55]([O:57][C:58]([CH3:61])([CH3:60])[CH3:59])=[O:56])[CH2:23][CH2:24][CH2:25][CH2:26][NH:27][C:28]([C:30]2[CH:31]=[C:32]([C:36]([OH:54])([C:48]3[CH:53]=[CH:52][CH:51]=[CH:50][CH:49]=3)[C:37]([O:39][C@@H:40]3[CH:45]4[CH2:46][CH2:47][N:42]([CH2:43][CH2:44]4)[CH2:41]3)=[O:38])[CH:33]=[CH:34][CH:35]=2)=[O:29])=[C:13]2[C:18]=1[NH:17][C:16](=[O:19])[CH:15]=[CH:14]2)C1C=CC=CC=1.C(O)=O. Given the product [CH:37]([OH:39])=[O:38].[C:58]([O:57][C:55]([N:22]([CH2:21][C@H:20]([O:62][Si:63]([C:66]([CH3:69])([CH3:68])[CH3:67])([CH3:64])[CH3:65])[C:12]1[CH:11]=[CH:10][C:9]([OH:8])=[C:18]2[C:13]=1[CH:14]=[CH:15][C:16](=[O:19])[NH:17]2)[CH2:23][CH2:24][CH2:25][CH2:26][NH:27][C:28]([C:30]1[CH:31]=[C:32]([C:36]([OH:54])([C:48]2[CH:49]=[CH:50][CH:51]=[CH:52][CH:53]=2)[C:37]([O:39][C@@H:40]2[CH:45]3[CH2:44][CH2:43][N:42]([CH2:47][CH2:46]3)[CH2:41]2)=[O:38])[CH:33]=[CH:34][CH:35]=1)=[O:29])=[O:56])([CH3:59])([CH3:61])[CH3:60], predict the reactants needed to synthesize it. (6) The reactants are: [OH:1][CH2:2][C:3]12[CH2:10][C:7]([NH:11][C:12]([C:14]3[CH:19]=[N:18][CH:17]=[CH:16][N:15]=3)=[O:13])([CH2:8][CH2:9]1)[CH2:6][CH2:5][CH2:4]2.C1C=C[NH+]=CC=1.[O-][Cr](Cl)(=O)=O. Given the product [CH:2]([C:3]12[CH2:10][C:7]([NH:11][C:12]([C:14]3[CH:19]=[N:18][CH:17]=[CH:16][N:15]=3)=[O:13])([CH2:8][CH2:9]1)[CH2:6][CH2:5][CH2:4]2)=[O:1], predict the reactants needed to synthesize it. (7) Given the product [CH3:8][O:7][C:3]([C:4]1[S:5][C:14]2[CH:15]=[CH:16][CH:17]=[C:10]([Br:9])[C:11]=2[CH:12]=1)=[O:6], predict the reactants needed to synthesize it. The reactants are: [H-].[Na+].[C:3]([O:7][CH3:8])(=[O:6])[CH2:4][SH:5].[Br:9][C:10]1[CH:17]=[CH:16][CH:15]=[C:14](F)[C:11]=1[CH:12]=O.O.